From a dataset of Catalyst prediction with 721,799 reactions and 888 catalyst types from USPTO. Predict which catalyst facilitates the given reaction. (1) Reactant: C1(S([N:10]2[C:18]3[C:13](=[CH:14][CH:15]=[C:16]([F:19])[CH:17]=3)[C:12]([C:20]3[CH:21]=[CH:22][C:23]4[O:27][C:26]([CH2:28][N:29](C(OC(C)(C)C)=O)[C:30](=[O:36])[O:31][C:32]([CH3:35])([CH3:34])[CH3:33])=[N:25][C:24]=4[CH:44]=3)=[CH:11]2)(=O)=O)C=CC=CC=1.[OH-].[Na+]. The catalyst class is: 5. Product: [C:32]([O:31][C:30](=[O:36])[NH:29][CH2:28][C:26]1[O:27][C:23]2[CH:22]=[CH:21][C:20]([C:12]3[C:13]4[C:18](=[CH:17][C:16]([F:19])=[CH:15][CH:14]=4)[NH:10][CH:11]=3)=[CH:44][C:24]=2[N:25]=1)([CH3:35])([CH3:33])[CH3:34]. (2) Reactant: [Cl:1][C:2]1[CH:3]=[N:4][C:5]([N:8]2[CH2:13][CH2:12][CH:11]([C@H:14]3[CH2:16][C@H:15]3[CH2:17][CH2:18][OH:19])[CH2:10][CH2:9]2)=[N:6][CH:7]=1.O[C:21]1[CH:26]=[CH:25][C:24]([CH2:27][C:28]([N:30]([CH3:32])[CH3:31])=[O:29])=[C:23]([CH3:33])[CH:22]=1.C1(P(C2C=CC=CC=2)C2C=CC=CC=2)C=CC=CC=1.CC(OC(/N=N/C(OC(C)C)=O)=O)C. Product: [Cl:1][C:2]1[CH:3]=[N:4][C:5]([N:8]2[CH2:13][CH2:12][CH:11]([C@H:14]3[CH2:16][C@H:15]3[CH2:17][CH2:18][O:19][C:21]3[CH:26]=[CH:25][C:24]([CH2:27][C:28]([N:30]([CH3:31])[CH3:32])=[O:29])=[C:23]([CH3:33])[CH:22]=3)[CH2:10][CH2:9]2)=[N:6][CH:7]=1. The catalyst class is: 11. (3) Reactant: [CH3:1][C:2]1[C:6]([CH2:7][N:8]2[CH:12]=[C:11]([N:13]3[C:17](=[O:18])[CH2:16][NH:15][C:14]3=[O:19])[CH:10]=[N:9]2)=[C:5]([CH3:20])[O:4][N:3]=1.Br[CH2:22][CH2:23][O:24][C:25]1[CH:30]=[CH:29][CH:28]=[CH:27][CH:26]=1.C(=O)([O-])[O-].[Cs+].[Cs+]. Product: [CH3:1][C:2]1[C:6]([CH2:7][N:8]2[CH:12]=[C:11]([N:13]3[C:17](=[O:18])[CH2:16][N:15]([CH2:22][CH2:23][O:24][C:25]4[CH:30]=[CH:29][CH:28]=[CH:27][CH:26]=4)[C:14]3=[O:19])[CH:10]=[N:9]2)=[C:5]([CH3:20])[O:4][N:3]=1. The catalyst class is: 33. (4) Product: [Cl:22][C:15]1[N:16]=[C:17]2[C:12](=[CH:13][C:14]=1[CH3:23])[CH2:11][C@H:10]1[N:18]2[C@H:19]([CH3:21])[CH2:20][NH:8][CH2:9]1. The catalyst class is: 4. Reactant: C(OC([N:8]1[CH2:20][C@@H:19]([CH3:21])[N:18]2[C@H:10]([CH2:11][C:12]3[C:17]2=[N:16][C:15]([Cl:22])=[C:14]([CH3:23])[CH:13]=3)[CH2:9]1)=O)(C)(C)C.FC(F)(F)C(O)=O. (5) The catalyst class is: 8. Product: [CH3:24][O:23][N:22]=[C:9]([C:3]1[CH:4]=[CH:5][C:6]([Cl:8])=[CH:7][C:2]=1[Cl:1])[CH2:10][NH2:11]. Reactant: [Cl:1][C:2]1[CH:7]=[C:6]([Cl:8])[CH:5]=[CH:4][C:3]=1[C:9](=[N:22][O:23][CH3:24])[CH2:10][N:11]1C(=O)C2=CC=CC=C2C1=O.O.NN.O. (6) Reactant: CN(C)CCN.[CH3:7][O:8][CH2:9][CH2:10][O:11][N:12]1[C:16](=O)[C:15]2=[CH:18][CH:19]=[CH:20][CH:21]=[C:14]2C1=O.C(O)(=O)C.C([C:35]1[CH:40]=[C:39]([Cl:41])[CH:38]=[CH:37][C:36]=1[NH:42][S:43]([C:46]([F:49])([F:48])[F:47])(=[O:45])=[O:44])(=O)C1C=CC=CC=1. Product: [Cl:41][C:39]1[CH:40]=[CH:35][C:36]([NH:42][S:43]([C:46]([F:49])([F:47])[F:48])(=[O:45])=[O:44])=[C:37]([C:16](=[N:12][O:11][CH2:10][CH2:9][O:8][CH3:7])[C:15]2[CH:14]=[CH:21][CH:20]=[CH:19][CH:18]=2)[CH:38]=1. The catalyst class is: 14. (7) Reactant: [CH2:1]([O:8][C:9]([NH:11][CH2:12][CH2:13][CH2:14][CH2:15]OS(C)(=O)=O)=[O:10])[C:2]1[CH:7]=[CH:6][CH:5]=[CH:4][CH:3]=1.[CH3:21][NH:22][CH3:23].C(=O)([O-])[O-].[K+].[K+].[I-].[Na+]. Product: [CH2:1]([O:8][C:9]([NH:11][CH2:12][CH2:13][CH2:14][CH2:15][N:22]([CH3:23])[CH3:21])=[O:10])[C:2]1[CH:7]=[CH:6][CH:5]=[CH:4][CH:3]=1. The catalyst class is: 35. (8) Reactant: C([O:3][C:4]([C:6]1[O:7][C:8]([CH2:11][C:12]2[CH:17]=[CH:16][CH:15]=[CH:14][CH:13]=2)=[CH:9][N:10]=1)=[O:5])C.O.[OH-].[Li+]. Product: [CH2:11]([C:8]1[O:7][C:6]([C:4]([OH:5])=[O:3])=[N:10][CH:9]=1)[C:12]1[CH:13]=[CH:14][CH:15]=[CH:16][CH:17]=1. The catalyst class is: 24.